Dataset: CYP3A4 inhibition data for predicting drug metabolism from PubChem BioAssay. Task: Regression/Classification. Given a drug SMILES string, predict its absorption, distribution, metabolism, or excretion properties. Task type varies by dataset: regression for continuous measurements (e.g., permeability, clearance, half-life) or binary classification for categorical outcomes (e.g., BBB penetration, CYP inhibition). Dataset: cyp3a4_veith. (1) The molecule is CCN1CCN(c2nc(-c3ccccn3)nc3ccccc23)CC1. The result is 0 (non-inhibitor). (2) The molecule is N#C[C@H](c1ccccc1)N1CCCN([C@@H](C#N)c2ccccc2)C1c1ccccc1O. The result is 0 (non-inhibitor). (3) The result is 0 (non-inhibitor). The compound is O=[N+]([O-])c1ccc(Cl)c(/C=N/N2CCN(Cc3ccccc3Cl)CC2)c1. (4) The molecule is CC(C)(CO[C@H]1C[C@H]2CC[C@@]1(C)C2(C)C)[N+](=O)[O-]. The result is 0 (non-inhibitor). (5) The drug is C[C@H](CCC(=O)O)[C@H]1CC[C@@H]2[C@@H]3[C@@H](O)C[C@H]4C[C@@H](O)CC[C@@]4(C)[C@@H]3CC[C@]12C. The result is 0 (non-inhibitor). (6) The drug is CCOC(=O)C1CCN(C(=O)c2ccccc2NC(C)=O)CC1. The result is 0 (non-inhibitor). (7) The drug is COc1ccc(CC(=O)NC(=S)Nc2ccc(S(=O)(=O)NC(C)(C)C)cc2)cc1. The result is 1 (inhibitor). (8) The compound is Nc1c(N=Nc2cccc(Cl)c2)c(=O)[nH]n1-c1ccccc1. The result is 0 (non-inhibitor). (9) The compound is CC(C)(C)c1cc2c(O)c(c1)Cc1cc(C(C)(C)C)cc(c1O)Cc1cc(C(C)(C)C)cc(c1O)Cc1cc(C(C)(C)C)cc(c1O)Cc1cc(C(C)(C)C)cc(c1O)Cc1cc(C(C)(C)C)cc(c1O)Cc1cc(C(C)(C)C)cc(c1O)Cc1cc(C(C)(C)C)cc(c1O)C2. The result is 0 (non-inhibitor).